From a dataset of NCI-60 drug combinations with 297,098 pairs across 59 cell lines. Regression. Given two drug SMILES strings and cell line genomic features, predict the synergy score measuring deviation from expected non-interaction effect. (1) Drug 1: C1=NC2=C(N1)C(=S)N=C(N2)N. Drug 2: CCC(=C(C1=CC=CC=C1)C2=CC=C(C=C2)OCCN(C)C)C3=CC=CC=C3.C(C(=O)O)C(CC(=O)O)(C(=O)O)O. Cell line: K-562. Synergy scores: CSS=41.9, Synergy_ZIP=0.118, Synergy_Bliss=1.98, Synergy_Loewe=-12.5, Synergy_HSA=0.856. (2) Drug 1: C1CC(=O)NC(=O)C1N2CC3=C(C2=O)C=CC=C3N. Drug 2: CC1=C2C(C(=O)C3(C(CC4C(C3C(C(C2(C)C)(CC1OC(=O)C(C(C5=CC=CC=C5)NC(=O)C6=CC=CC=C6)O)O)OC(=O)C7=CC=CC=C7)(CO4)OC(=O)C)O)C)OC(=O)C. Cell line: MDA-MB-231. Synergy scores: CSS=12.3, Synergy_ZIP=-11.7, Synergy_Bliss=-7.90, Synergy_Loewe=-22.5, Synergy_HSA=-6.07. (3) Drug 1: CNC(=O)C1=NC=CC(=C1)OC2=CC=C(C=C2)NC(=O)NC3=CC(=C(C=C3)Cl)C(F)(F)F. Drug 2: CCN(CC)CCCC(C)NC1=C2C=C(C=CC2=NC3=C1C=CC(=C3)Cl)OC. Cell line: SNB-19. Synergy scores: CSS=26.1, Synergy_ZIP=-5.82, Synergy_Bliss=-2.82, Synergy_Loewe=-29.2, Synergy_HSA=-9.07. (4) Drug 1: CC12CCC(CC1=CCC3C2CCC4(C3CC=C4C5=CN=CC=C5)C)O. Drug 2: CC1=C2C(C(=O)C3(C(CC4C(C3C(C(C2(C)C)(CC1OC(=O)C(C(C5=CC=CC=C5)NC(=O)C6=CC=CC=C6)O)O)OC(=O)C7=CC=CC=C7)(CO4)OC(=O)C)O)C)OC(=O)C. Cell line: OVCAR-8. Synergy scores: CSS=67.9, Synergy_ZIP=7.65, Synergy_Bliss=7.72, Synergy_Loewe=-36.4, Synergy_HSA=7.13. (5) Drug 2: N.N.Cl[Pt+2]Cl. Drug 1: CCC(=C(C1=CC=CC=C1)C2=CC=C(C=C2)OCCN(C)C)C3=CC=CC=C3.C(C(=O)O)C(CC(=O)O)(C(=O)O)O. Synergy scores: CSS=23.8, Synergy_ZIP=-9.29, Synergy_Bliss=-0.971, Synergy_Loewe=1.72, Synergy_HSA=2.62. Cell line: SNB-75.